From a dataset of Full USPTO retrosynthesis dataset with 1.9M reactions from patents (1976-2016). Predict the reactants needed to synthesize the given product. Given the product [ClH:7].[Cl:7][C:8]1[CH:9]=[CH:10][C:11]([S:16][CH:17]([CH3:19])[CH3:18])=[C:12]([CH2:13][NH2:14])[CH:15]=1, predict the reactants needed to synthesize it. The reactants are: [H-].[Al+3].[Li+].[H-].[H-].[H-].[Cl:7][C:8]1[CH:9]=[CH:10][C:11]([S:16][CH:17]([CH3:19])[CH3:18])=[C:12]([CH:15]=1)[C:13]#[N:14].O.O.O.O.O.O.O.O.O.O.[O-]S([O-])(=O)=O.[Na+].[Na+].